Dataset: Peptide-MHC class II binding affinity with 134,281 pairs from IEDB. Task: Regression. Given a peptide amino acid sequence and an MHC pseudo amino acid sequence, predict their binding affinity value. This is MHC class II binding data. (1) The MHC is DRB1_0802 with pseudo-sequence DRB1_0802. The peptide sequence is RNVFDEVIPTAFSIG. The binding affinity (normalized) is 0.549. (2) The MHC is HLA-DQA10301-DQB10302 with pseudo-sequence HLA-DQA10301-DQB10302. The peptide sequence is LEAKATFYGSNPRGA. The binding affinity (normalized) is 0.180. (3) The peptide sequence is FKVAATAAATAPADD. The MHC is HLA-DQA10301-DQB10302 with pseudo-sequence HLA-DQA10301-DQB10302. The binding affinity (normalized) is 0.436. (4) The peptide sequence is KSSKPLVGPFNFRFM. The MHC is DRB1_0405 with pseudo-sequence DRB1_0405. The binding affinity (normalized) is 0.407. (5) The peptide sequence is EKKYFAAMQFEPLAA. The MHC is HLA-DPA10103-DPB10601 with pseudo-sequence HLA-DPA10103-DPB10601. The binding affinity (normalized) is 0.842. (6) The peptide sequence is VDRDTARRHLAEGKV. The MHC is HLA-DQA10201-DQB10301 with pseudo-sequence HLA-DQA10201-DQB10301. The binding affinity (normalized) is 0.279. (7) The peptide sequence is LPPIVAKEIVASCDKC. The MHC is HLA-DPA10201-DPB10501 with pseudo-sequence HLA-DPA10201-DPB10501. The binding affinity (normalized) is 0.0626.